Dataset: Full USPTO retrosynthesis dataset with 1.9M reactions from patents (1976-2016). Task: Predict the reactants needed to synthesize the given product. (1) The reactants are: [CH2:1]([C:8]1[C:9](=[O:18])[NH:10][C:11]([S:15][CH2:16][CH3:17])=[N:12][C:13]=1[CH3:14])[C:2]1[CH:7]=[CH:6][CH:5]=[CH:4][CH:3]=1.Br[CH2:20][C:21]1[CH:26]=[CH:25][C:24]([C:27]2[CH:32]=[CH:31][CH:30]=[CH:29][C:28]=2[C:33]2[N:37]=[C:36](C(Cl)(Cl)Cl)[O:35][N:34]=2)=[CH:23][CH:22]=1.C(=O)([O-])[O-:43].[Cs+].[Cs+]. Given the product [CH2:1]([C:8]1[C:9](=[O:18])[N:10]([CH2:20][C:21]2[CH:26]=[CH:25][C:24]([C:27]3[CH:32]=[CH:31][CH:30]=[CH:29][C:28]=3[C:33]3[NH:37][C:36](=[O:43])[O:35][N:34]=3)=[CH:23][CH:22]=2)[C:11]([S:15][CH2:16][CH3:17])=[N:12][C:13]=1[CH3:14])[C:2]1[CH:3]=[CH:4][CH:5]=[CH:6][CH:7]=1, predict the reactants needed to synthesize it. (2) Given the product [NH2:21][C:22]1[CH:27]=[CH:26][C:25]2[O:16][C:14]([C:12]3[CH:11]=[CH:10][C:5]4[N:6]([CH2:7][CH2:8][CH3:9])[C:2]([CH3:1])=[N:3][C:4]=4[CH:13]=3)=[N:31][C:24]=2[CH:23]=1, predict the reactants needed to synthesize it. The reactants are: [CH3:1][C:2]1[N:6]([CH2:7][CH2:8][CH3:9])[C:5]2[CH:10]=[CH:11][C:12]([C:14]([OH:16])=O)=[CH:13][C:4]=2[N:3]=1.S(Cl)(Cl)=O.[NH2:21][C:22]1[CH:27]=[CH:26][CH:25]=[CH:24][C:23]=1O.C([N:31](CC)CC)C.CS(O)(=O)=O.C(=O)([O-])O.[Na+].[OH-].[Na+].Cl. (3) The reactants are: [CH2:1]([C:3]1[CH:4]=[C:5]([CH:8]=[C:9]([CH3:12])[C:10]=1[OH:11])[C:6]#[N:7])[CH3:2].[CH3:13][C:14]1([CH3:21])[O:18][C@H:17]([CH2:19]O)[CH2:16][O:15]1.C1(P(C2C=CC=CC=2)C2C=CC=CC=2)C=CC=CC=1.CCOC(/N=N/C(OCC)=O)=O. Given the product [CH3:13][C:14]1([CH3:21])[O:18][C@H:17]([CH2:19][O:11][C:10]2[C:9]([CH3:12])=[CH:8][C:5]([C:6]#[N:7])=[CH:4][C:3]=2[CH2:1][CH3:2])[CH2:16][O:15]1, predict the reactants needed to synthesize it. (4) Given the product [CH2:16]([O:15][C:14]1[C:13]([C:23]([NH:25][CH2:26][C:27]2[CH:32]=[CH:31][C:30]([F:33])=[CH:29][CH:28]=2)=[O:24])=[N:12][C:11]([C:34]([NH:37][CH2:38][C:39]2[CH:40]=[N:41][CH:42]=[CH:43][CH:44]=2)=[O:36])=[CH:10][C:9]=1[O:8][CH2:1][C:2]1[CH:7]=[CH:6][CH:5]=[CH:4][CH:3]=1)[C:17]1[CH:18]=[CH:19][CH:20]=[CH:21][CH:22]=1, predict the reactants needed to synthesize it. The reactants are: [CH2:1]([O:8][C:9]1[C:14]([O:15][CH2:16][C:17]2[CH:22]=[CH:21][CH:20]=[CH:19][CH:18]=2)=[C:13]([C:23]([NH:25][CH2:26][C:27]2[CH:32]=[CH:31][C:30]([F:33])=[CH:29][CH:28]=2)=[O:24])[N:12]=[C:11]([C:34]([OH:36])=O)[CH:10]=1)[C:2]1[CH:7]=[CH:6][CH:5]=[CH:4][CH:3]=1.[NH2:37][CH2:38][C:39]1[CH:40]=[N:41][CH:42]=[CH:43][CH:44]=1.CCN(CC)CC.C1N(P(Cl)(N2C(=O)OCC2)=O)C(=O)OC1. (5) Given the product [C:11]([O:10][C:8]([N:5]1[CH2:4][CH2:3][CH:2]([NH:1][C:32]([NH:27][C@H:26]([C:25]([O:24][CH3:23])=[O:30])[CH2:28][OH:29])=[O:31])[CH2:7][CH2:6]1)=[O:9])([CH3:14])([CH3:13])[CH3:12], predict the reactants needed to synthesize it. The reactants are: [NH2:1][CH:2]1[CH2:7][CH2:6][N:5]([C:8]([O:10][C:11]([CH3:14])([CH3:13])[CH3:12])=[O:9])[CH2:4][CH2:3]1.C(N(CC)CC)C.Cl.[CH3:23][O:24][C:25](=[O:30])[CH:26]([CH2:28][OH:29])[NH2:27].[O:31]1CCC[CH2:32]1. (6) Given the product [OH:20][CH2:19][C@@H:8]1[CH2:9][N:10]([C@H:11]([C:13]2[CH:18]=[CH:17][CH:16]=[CH:15][CH:14]=2)[CH3:12])[C:6](=[O:5])[CH2:7]1, predict the reactants needed to synthesize it. The reactants are: CSC.B.[O:5]=[C:6]1[N:10]([C@H:11]([C:13]2[CH:18]=[CH:17][CH:16]=[CH:15][CH:14]=2)[CH3:12])[CH2:9][C@@H:8]([C:19](O)=[O:20])[CH2:7]1. (7) Given the product [CH3:15][O:16][C:17](=[O:26])[CH:18]([N:10]1[C:11]2[C:7](=[CH:6][CH:5]=[C:4]([Br:3])[CH:12]=2)[C:8](=[O:14])[C:9]1=[O:13])[CH2:19][CH:20]1[CH2:21][CH2:22][CH2:23][CH2:24]1, predict the reactants needed to synthesize it. The reactants are: [H-].[Na+].[Br:3][C:4]1[CH:12]=[C:11]2[C:7]([C:8](=[O:14])[C:9](=[O:13])[NH:10]2)=[CH:6][CH:5]=1.[CH3:15][O:16][C:17](=[O:26])[CH:18](Br)[CH2:19][CH:20]1[CH2:24][CH2:23][CH2:22][CH2:21]1. (8) Given the product [C:1]([O:5][C:6]([N:8]1[CH2:9][CH2:10][C:11]([NH:20][C:23]([O:49][CH2:42][C:43]2[CH:48]=[CH:47][CH:46]=[CH:45][CH:44]=2)=[O:32])([CH3:17])[CH2:12][CH2:13]1)=[O:7])([CH3:2])([CH3:3])[CH3:4], predict the reactants needed to synthesize it. The reactants are: [C:1]([O:5][C:6]([N:8]1[CH2:13][CH2:12][C:11]([CH3:17])(C(O)=O)[CH2:10][CH2:9]1)=[O:7])([CH3:4])([CH3:3])[CH3:2].C([N:20]([CH2:23]C)CC)C.C1(P(N=[N+]=[N-])(C2C=CC=CC=2)=[O:32])C=CC=CC=1.[CH2:42]([OH:49])[C:43]1[CH:48]=[CH:47][CH:46]=[CH:45][CH:44]=1. (9) Given the product [F:30][C:4]1[CH:3]=[C:2]([C:31]2[CH:36]=[CH:35][CH:34]=[CH:33][CH:32]=2)[CH:29]=[CH:28][C:5]=1[CH2:6][N:7]1[C:15]2[C:14]([O:16][CH3:17])=[N:13][C:12]([N:18]3[CH:22]=[C:21]([C:23]([O:25][CH2:26][CH3:27])=[O:24])[CH:20]=[N:19]3)=[N:11][C:10]=2[CH:9]=[N:8]1, predict the reactants needed to synthesize it. The reactants are: Br[C:2]1[CH:29]=[CH:28][C:5]([CH2:6][N:7]2[C:15]3[C:14]([O:16][CH3:17])=[N:13][C:12]([N:18]4[CH:22]=[C:21]([C:23]([O:25][CH2:26][CH3:27])=[O:24])[CH:20]=[N:19]4)=[N:11][C:10]=3[CH:9]=[N:8]2)=[C:4]([F:30])[CH:3]=1.[C:31]1(B(O)O)[CH:36]=[CH:35][CH:34]=[CH:33][CH:32]=1.P([O-])([O-])([O-])=O.[K+].[K+].[K+].O. (10) Given the product [ClH:34].[ClH:34].[CH:23]1([O:22][C:16]2[CH:15]=[C:14]([N:11]3[CH2:12][CH2:13][NH:8][C@@H:9]([CH2:28][N:29]4[CH2:30][CH2:31][CH2:32][CH2:33]4)[CH2:10]3)[CH:19]=[CH:18][C:17]=2[O:20][CH3:21])[CH2:27][CH2:26][CH2:25][CH2:24]1, predict the reactants needed to synthesize it. The reactants are: C(OC([N:8]1[CH2:13][CH2:12][N:11]([C:14]2[CH:19]=[CH:18][C:17]([O:20][CH3:21])=[C:16]([O:22][CH:23]3[CH2:27][CH2:26][CH2:25][CH2:24]3)[CH:15]=2)[CH2:10][C@@H:9]1[CH2:28][N:29]1[CH2:33][CH2:32][CH2:31][CH2:30]1)=O)(C)(C)C.[ClH:34].